Dataset: Forward reaction prediction with 1.9M reactions from USPTO patents (1976-2016). Task: Predict the product of the given reaction. (1) The product is: [C:1]([O:5][C:6]([N:8]1[C:12]([NH:13][C:14](=[O:21])[CH:15]([CH3:20])[CH2:16][CH2:17][CH2:18][N:40]2[CH2:41][CH2:42][CH2:43][N:37]([C:44](=[O:46])[CH3:45])[CH2:38][CH2:39]2)=[CH:11][C:10]([C:22]2[CH:27]=[CH:26][C:25]([O:28][CH3:29])=[CH:24][CH:23]=2)=[N:9]1)=[O:7])([CH3:4])([CH3:3])[CH3:2]. Given the reactants [C:1]([O:5][C:6]([N:8]1[C:12]([NH:13][C:14](=[O:21])[CH:15]([CH3:20])[CH2:16][CH2:17][CH2:18]Br)=[CH:11][C:10]([C:22]2[CH:27]=[CH:26][C:25]([O:28][CH3:29])=[CH:24][CH:23]=2)=[N:9]1)=[O:7])([CH3:4])([CH3:3])[CH3:2].C(N(CC)CC)C.[N:37]1([C:44](=[O:46])[CH3:45])[CH2:43][CH2:42][CH2:41][NH:40][CH2:39][CH2:38]1.C([O-])(O)=O.[Na+], predict the reaction product. (2) Given the reactants [CH3:1][C:2](=[O:7])[CH2:3][C:4](=[O:6])[CH3:5].[CH:8](=O)[C:9]1[CH:14]=[CH:13][CH:12]=[CH:11][CH:10]=1.O, predict the reaction product. The product is: [CH:8](=[C:3]([C:2](=[O:7])[CH3:1])[C:4](=[O:6])[CH3:5])[C:9]1[CH:14]=[CH:13][CH:12]=[CH:11][CH:10]=1. (3) Given the reactants [Cl:1][C:2]1[CH:7]=[C:6](Cl)[C:5]([N+:9]([O-:11])=[O:10])=[CH:4][C:3]=1[CH3:12].C(N(C(C)C)CC)(C)C.[NH2:22][CH:23]1[CH2:28][CH2:27][N:26]([C:29]([O:31][C:32]([CH3:35])([CH3:34])[CH3:33])=[O:30])[CH2:25][CH2:24]1.O, predict the reaction product. The product is: [Cl:1][C:2]1[C:3]([CH3:12])=[CH:4][C:5]([N+:9]([O-:11])=[O:10])=[C:6]([NH:22][CH:23]2[CH2:24][CH2:25][N:26]([C:29]([O:31][C:32]([CH3:35])([CH3:34])[CH3:33])=[O:30])[CH2:27][CH2:28]2)[CH:7]=1.